From a dataset of Forward reaction prediction with 1.9M reactions from USPTO patents (1976-2016). Predict the product of the given reaction. (1) Given the reactants [CH3:1][O:2][C:3](=[O:28])[CH:4]([NH2:27])[CH2:5][NH:6][C:7]([N:9]1[CH2:26][CH2:25][C:12]2([N:16]([C:17]3[CH:22]=[CH:21][CH:20]=[CH:19][CH:18]=3)[CH2:15][N:14]([CH3:23])[C:13]2=[O:24])[CH2:11][CH2:10]1)=[O:8].C(N(CC)CC)C.[CH2:36]([O:43][C:44](Cl)=[O:45])[C:37]1[CH:42]=[CH:41][CH:40]=[CH:39][CH:38]=1.C(=O)([O-])O.[Na+], predict the reaction product. The product is: [CH3:1][O:2][C:3](=[O:28])[CH:4]([NH:27][C:44]([O:43][CH2:36][C:37]1[CH:42]=[CH:41][CH:40]=[CH:39][CH:38]=1)=[O:45])[CH2:5][NH:6][C:7]([N:9]1[CH2:10][CH2:11][C:12]2([N:16]([C:17]3[CH:22]=[CH:21][CH:20]=[CH:19][CH:18]=3)[CH2:15][N:14]([CH3:23])[C:13]2=[O:24])[CH2:25][CH2:26]1)=[O:8]. (2) Given the reactants [NH2:1][C:2]1[CH:7]=[C:6]([C:8]2[S:9][CH:10]=[CH:11][CH:12]=2)[CH:5]=[CH:4][C:3]=1[NH:13]C(=O)OC(C)(C)C.CN(C)[C@@H]1CCN(CC2C=CC(C(O)=O)=CC=2)C1.[N:39]1[CH:44]=[CH:43][CH:42]=[C:41]([CH2:45][O:46][C:47]([NH:49][C:50]2[CH:58]=[CH:57][C:53]([C:54](O)=[O:55])=[CH:52][CH:51]=2)=[O:48])[CH:40]=1, predict the reaction product. The product is: [NH2:13][C:3]1[CH:4]=[CH:5][C:6]([C:8]2[S:9][CH:10]=[CH:11][CH:12]=2)=[CH:7][C:2]=1[NH:1][C:54]([C:53]1[CH:52]=[CH:51][C:50]([NH:49][C:47](=[O:48])[O:46][CH2:45][C:41]2[CH:40]=[N:39][CH:44]=[CH:43][CH:42]=2)=[CH:58][CH:57]=1)=[O:55].